This data is from Full USPTO retrosynthesis dataset with 1.9M reactions from patents (1976-2016). The task is: Predict the reactants needed to synthesize the given product. (1) Given the product [Br:45][C:34]1[N:33]([S:36]([C:39]2[CH:44]=[CH:43][CH:42]=[CH:41][CH:40]=2)(=[O:38])=[O:37])[C:30]2=[N:31][CH:32]=[C:27]([CH2:26][CH2:25][C:15]3[C:16]([F:24])=[C:17]([O:22][CH3:23])[CH:18]=[C:19]([O:20][CH3:21])[C:14]=3[F:13])[N:28]=[C:29]2[CH:35]=1, predict the reactants needed to synthesize it. The reactants are: C(NC(C)C)(C)C.C([Li])CCC.[F:13][C:14]1[C:19]([O:20][CH3:21])=[CH:18][C:17]([O:22][CH3:23])=[C:16]([F:24])[C:15]=1[CH2:25][CH2:26][C:27]1[N:28]=[C:29]2[CH:35]=[CH:34][N:33]([S:36]([C:39]3[CH:44]=[CH:43][CH:42]=[CH:41][CH:40]=3)(=[O:38])=[O:37])[C:30]2=[N:31][CH:32]=1.[Br:45]C(Cl)(Cl)C(Br)(Cl)Cl. (2) Given the product [CH3:17][O:18][C:19](=[O:30])[C@@H:20]([NH:21][C:9]([O:11][C:12]([CH3:13])([CH3:14])[CH3:15])=[O:10])[CH2:22][C:23]1[CH:28]=[CH:27][C:26]([OH:29])=[CH:25][CH:24]=1, predict the reactants needed to synthesize it. The reactants are: [C:9](O[C:9]([O:11][C:12]([CH3:15])([CH3:14])[CH3:13])=[O:10])([O:11][C:12]([CH3:15])([CH3:14])[CH3:13])=[O:10].Cl.[CH3:17][O:18][C:19](=[O:30])[C@H:20]([CH2:22][C:23]1[CH:28]=[CH:27][C:26]([OH:29])=[CH:25][CH:24]=1)[NH2:21].C(=O)([O-])O.[Na+]. (3) Given the product [Cl:9][CH2:8][C:6]1[CH:7]=[C:2]([N:16]2[CH2:21][CH2:20][O:19][CH2:18][CH2:17]2)[N:3]=[C:4]([C:10]2[CH:15]=[CH:14][CH:13]=[CH:12][N:11]=2)[N:5]=1, predict the reactants needed to synthesize it. The reactants are: Cl[C:2]1[CH:7]=[C:6]([CH2:8][Cl:9])[N:5]=[C:4]([C:10]2[CH:15]=[CH:14][CH:13]=[CH:12][N:11]=2)[N:3]=1.[NH:16]1[CH2:21][CH2:20][O:19][CH2:18][CH2:17]1.CCN(C(C)C)C(C)C.[N-]=C=O. (4) Given the product [C:1]([O:5][C:6](=[O:22])[NH:7][C:8]1[CH:13]=[CH:12][N:11]=[C:10]([CH2:14][N:16]2[CH2:21][CH2:20][O:19][CH2:18][CH2:17]2)[CH:9]=1)([CH3:4])([CH3:2])[CH3:3], predict the reactants needed to synthesize it. The reactants are: [C:1]([O:5][C:6](=[O:22])[NH:7][C:8]1[CH:13]=[CH:12][N:11]=[C:10]([C:14]([N:16]2[CH2:21][CH2:20][O:19][CH2:18][CH2:17]2)=O)[CH:9]=1)([CH3:4])([CH3:3])[CH3:2].COCCO[AlH2-]OCCOC.[Na+].[OH-].[Na+]. (5) Given the product [CH2:1]([C:3]1[C:11]2[C:6](=[CH:7][CH:8]=[CH:9][C:10]=2[NH:12][C:13]([C:15]2[N:19]3[CH:20]=[CH:21][CH:22]=[CH:23][C:18]3=[N:17][CH:16]=2)=[O:14])[N:5]([CH2:24][C:25]2[N:26]=[C:27]([O:31][CH2:37][CH2:38][CH2:39][NH:40][C:41](=[O:42])[O:43][C:44]([CH3:47])([CH3:46])[CH3:45])[CH:28]=[CH:29][CH:30]=2)[N:4]=1)[CH3:2], predict the reactants needed to synthesize it. The reactants are: [CH2:1]([C:3]1[C:11]2[C:6](=[CH:7][CH:8]=[CH:9][C:10]=2[NH:12][C:13]([C:15]2[N:19]3[CH:20]=[CH:21][CH:22]=[CH:23][C:18]3=[N:17][CH:16]=2)=[O:14])[N:5]([CH2:24][C:25]2[CH:30]=[CH:29][CH:28]=[C:27]([OH:31])[N:26]=2)[N:4]=1)[CH3:2].CS(O[CH2:37][CH2:38][CH2:39][NH:40][C:41]([O:43][C:44]([CH3:47])([CH3:46])[CH3:45])=[O:42])(=O)=O.C(=O)([O-])[O-].[Cs+].[Cs+]. (6) Given the product [OH:16][C:17]([CH3:27])([CH3:26])[CH2:18][NH:19][C:20]1=[N:21][C:22](=[O:25])[S:23]/[C:24]/1=[CH:1]\[CH:3]1[CH2:8][CH2:7][N:6]([C:9]([O:11][C:12]([CH3:15])([CH3:14])[CH3:13])=[O:10])[CH2:5][CH2:4]1, predict the reactants needed to synthesize it. The reactants are: [CH:1]([CH:3]1[CH2:8][CH2:7][N:6]([C:9]([O:11][C:12]([CH3:15])([CH3:14])[CH3:13])=[O:10])[CH2:5][CH2:4]1)=O.[OH:16][C:17]([CH3:27])([CH3:26])[CH2:18][NH:19][C:20]1[CH2:24][S:23][C:22](=[O:25])[N:21]=1.C([O-])(=O)C.[NH2+]1CCCCC1. (7) Given the product [CH3:28][O:27][C:23]1[N:24]=[C:25]2[C:20](=[CH:21][CH:22]=1)[N:19]=[CH:18][C:17]([O:16][CH2:15][CH2:14][N:11]1[CH2:12][CH2:13][CH:8]([NH:7][C:6]([C:41]3[C:31]([Cl:30])=[CH:32][C:33]4[S:38][CH2:37][C:36](=[O:39])[NH:35][C:34]=4[CH:40]=3)=[O:5])[CH2:9][CH2:10]1)=[CH:26]2, predict the reactants needed to synthesize it. The reactants are: C([O:5][C:6](=O)[NH:7][CH:8]1[CH2:13][CH2:12][N:11]([CH2:14][CH2:15][O:16][C:17]2[CH:18]=[N:19][C:20]3[C:25]([CH:26]=2)=[N:24][C:23]([O:27][CH3:28])=[CH:22][CH:21]=3)[CH2:10][CH2:9]1)(C)(C)C.[Cl:30][C:31]1[C:41](C(O)=O)=[CH:40][C:34]2[NH:35][C:36](=[O:39])[CH2:37][S:38][C:33]=2[CH:32]=1.